This data is from Forward reaction prediction with 1.9M reactions from USPTO patents (1976-2016). The task is: Predict the product of the given reaction. Given the reactants [H-].[Na+].[OH:3][C:4]1[CH:9]=[CH:8][CH:7]=[CH:6][N:5]=1.[CH3:10][O:11][C:12](=[O:27])[C:13]1[CH:18]=[C:17](F)[C:16]([C:20]([F:23])([F:22])[F:21])=[CH:15][C:14]=1[N+:24]([O-:26])=[O:25].CC#N, predict the reaction product. The product is: [CH3:10][O:11][C:12](=[O:27])[C:13]1[CH:18]=[C:17]([N:5]2[CH:6]=[CH:7][CH:8]=[CH:9][C:4]2=[O:3])[C:16]([C:20]([F:23])([F:22])[F:21])=[CH:15][C:14]=1[N+:24]([O-:26])=[O:25].